Dataset: Forward reaction prediction with 1.9M reactions from USPTO patents (1976-2016). Task: Predict the product of the given reaction. (1) Given the reactants [Br:1][C:2]1[CH:7]=[CH:6][C:5]([OH:8])=[CH:4][CH:3]=1.[NH2:9][C:10]1[CH:15]=[CH:14][CH:13]=[CH:12][N:11]=1.[CH2:16]1[CH2:20][O:19][CH2:18][CH2:17]1, predict the reaction product. The product is: [Br:1][C:2]1[CH:7]=[CH:6][C:5]([O:8][CH:16]([C:17]2[CH:4]=[CH:3][C:2]([Br:1])=[CH:7][CH:18]=2)[C:20]([NH:9][C:10]2[CH:15]=[CH:14][CH:13]=[CH:12][N:11]=2)=[O:19])=[CH:4][CH:3]=1. (2) Given the reactants [C:1]([O:5][C:6](=[O:23])[N:7]([CH2:13][C:14]1[CH:22]=[CH:21][C:17]2[O:18][CH2:19][O:20][C:16]=2[CH:15]=1)[CH2:8][CH2:9][CH2:10][NH:11][CH3:12])([CH3:4])([CH3:3])[CH3:2].[Cl:24][C:25]1[N:29]=[C:28](Cl)[S:27][N:26]=1.CS(C)=O, predict the reaction product. The product is: [C:1]([O:5][C:6](=[O:23])[N:7]([CH2:13][C:14]1[CH:22]=[CH:21][C:17]2[O:18][CH2:19][O:20][C:16]=2[CH:15]=1)[CH2:8][CH2:9][CH2:10][N:11]([C:28]1[S:27][N:26]=[C:25]([Cl:24])[N:29]=1)[CH3:12])([CH3:4])([CH3:2])[CH3:3]. (3) Given the reactants [C:1]([O:5][C:6]([C:8]1[C:20]2[C:11](=[C:12]3[C:17](=[CH:18][CH:19]=2)[CH:16]=[N:15][C:14](Cl)=[CH:13]3)[N:10]([CH2:22][O:23][NH2:24])[C:9]=1[C:25]([O:27][C:28]([CH3:31])([CH3:30])[CH3:29])=[O:26])=[O:7])([CH3:4])([CH3:3])[CH3:2].[C:32]1(/[CH:38]=[CH:39]/B(O)O)[CH:37]=[CH:36][CH:35]=[CH:34][CH:33]=1.C([O-])([O-])=O.[K+].[K+], predict the reaction product. The product is: [C:1]([O:5][C:6]([C:8]1[C:20]2[C:11](=[C:12]3[C:17](=[CH:18][CH:19]=2)[CH:16]=[N:15][C:14](/[CH:39]=[CH:38]/[C:32]2[CH:37]=[CH:36][CH:35]=[CH:34][CH:33]=2)=[CH:13]3)[N:10]([CH2:22][O:23][NH2:24])[C:9]=1[C:25]([O:27][C:28]([CH3:31])([CH3:30])[CH3:29])=[O:26])=[O:7])([CH3:4])([CH3:3])[CH3:2]. (4) Given the reactants Cl[CH2:2][CH2:3][CH2:4][S:5](Cl)(=[O:7])=[O:6].[NH2:9][CH2:10][CH2:11][O:12][CH2:13][CH2:14][N:15]1[C:27]2[C:26]3[CH:25]=[CH:24][CH:23]=[CH:22][C:21]=3[N:20]=[C:19]([NH2:28])[C:18]=2[N:17]=[C:16]1[CH2:29][CH2:30][CH2:31][CH3:32].C(N(CC)CC)C.N12CCCN=C1CCCCC2, predict the reaction product. The product is: [CH2:29]([C:16]1[N:15]([CH2:14][CH2:13][O:12][CH2:11][CH2:10][N:9]2[CH2:2][CH2:3][CH2:4][S:5]2(=[O:7])=[O:6])[C:27]2[C:26]3[CH:25]=[CH:24][CH:23]=[CH:22][C:21]=3[N:20]=[C:19]([NH2:28])[C:18]=2[N:17]=1)[CH2:30][CH2:31][CH3:32]. (5) The product is: [Cl:10][C:5]1[C:6]([O:8][CH3:9])=[CH:7][C:2]([CH:17]=[CH2:18])=[N:3][CH:4]=1. Given the reactants Cl[C:2]1[CH:7]=[C:6]([O:8][CH3:9])[C:5]([Cl:10])=[CH:4][N:3]=1.B1(C=C)OB([CH:17]=[CH2:18])OB(C=C)O1.C1C=CN=CC=1.C([O-])([O-])=O.[K+].[K+], predict the reaction product. (6) Given the reactants [C:1]1([CH:7]([CH3:10])C=O)[CH:6]=[CH:5][CH:4]=[CH:3][CH:2]=1.Cl.N[OH:13].[N:14]1[CH:19]=CC=CC=1, predict the reaction product. The product is: [C:1]1([CH2:7][CH2:10][CH:19]=[N:14][OH:13])[CH:2]=[CH:3][CH:4]=[CH:5][CH:6]=1. (7) Given the reactants [NH:1]1[C:5]2[CH:6]=[CH:7][CH:8]=[CH:9][C:4]=2[N:3]=[C:2]1[CH2:10][N:11]1[C@@H:24]2[C@@H:15]([CH2:16][CH2:17][C:18]3[C:23]2=[N:22][CH:21]=[CH:20][CH:19]=3)[CH2:14][CH2:13][CH2:12]1.C(=O)([O-])[O-].[K+].[K+].Cl.Cl[CH2:33][CH2:34][CH2:35][N:36]1[CH2:41][CH2:40][O:39][CH2:38][CH2:37]1.[I-].[K+], predict the reaction product. The product is: [N:36]1([CH2:35][CH2:34][CH2:33][N:1]2[C:5]3[CH:6]=[CH:7][CH:8]=[CH:9][C:4]=3[N:3]=[C:2]2[CH2:10][N:11]2[C@@H:24]3[C@@H:15]([CH2:16][CH2:17][C:18]4[C:23]3=[N:22][CH:21]=[CH:20][CH:19]=4)[CH2:14][CH2:13][CH2:12]2)[CH2:41][CH2:40][O:39][CH2:38][CH2:37]1.